Dataset: Reaction yield outcomes from USPTO patents with 853,638 reactions. Task: Predict the reaction yield, written as a fraction of the theoretical maximum amount of product (1.0 means a 100% yield; for example, 0.34 means a 34% yield). (1) The reactants are [NH3:1].F[C:3]1[C:10]([F:11])=[CH:9][C:6]([C:7]#[N:8])=[C:5]([N:12](S(C)(=O)=O)[S:13]([CH3:16])(=[O:15])=[O:14])[CH:4]=1. The catalyst is O1CCCC1. The product is [NH2:1][C:3]1[C:10]([F:11])=[CH:9][C:6]([C:7]#[N:8])=[C:5]([NH:12][S:13]([CH3:16])(=[O:15])=[O:14])[CH:4]=1. The yield is 0.340. (2) The reactants are [N+](C1C=C([N+]([O-])=O)C=CC=1[O-])([O-])=O.[NH2:14][N+:15]1[CH:20]=[CH:19][C:18]([C:21]2[CH:26]=[CH:25][CH:24]=[CH:23][CH:22]=2)=[CH:17][CH:16]=1.C([O-])([O-])=O.[K+].[K+].[C:33]([C:39]([O:41][CH3:42])=[O:40])#[C:34][C:35]([O:37][CH3:38])=[O:36]. The catalyst is CN(C=O)C. The yield is 0.600. The product is [CH3:38][O:37][C:35]([C:34]1[C:33]([C:39]([O:41][CH3:42])=[O:40])=[C:16]2[CH:17]=[C:18]([C:21]3[CH:26]=[CH:25][CH:24]=[CH:23][CH:22]=3)[CH:19]=[CH:20][N:15]2[N:14]=1)=[O:36]. (3) The reactants are [N+:1]([C:4]1[CH:13]=[C:12]2[C:7]([C:8]([N:14]([CH2:28][CH2:29][N:30]([CH3:32])[CH3:31])[C:15](=[O:27])[C:16]3[C:21](OC)=[C:20]([O:24][CH3:25])[CH:19]=[CH:18][C:17]=3I)=[CH:9][CH:10]=[N:11]2)=[CH:6][CH:5]=1)([O-:3])=[O:2].C(Cl)(=O)[C:34](Cl)=[O:35].COC1C=C(C(I)=CC=1OC)C(O)=O.[N+](C1C=C2C(C(NCCN(C)C)=CC=N2)=CC=1)([O-])=O.C(N(CC)CC)C. The catalyst is C(Cl)Cl. The product is [CH3:25][O:24][C:20]1[C:19]([O:35][CH3:34])=[CH:18][C:17]2[C:9]3[C:8](=[C:7]4[CH:6]=[CH:5][C:4]([N+:1]([O-:3])=[O:2])=[CH:13][C:12]4=[N:11][CH:10]=3)[N:14]([CH2:28][CH2:29][N:30]([CH3:31])[CH3:32])[C:15](=[O:27])[C:16]=2[CH:21]=1. The yield is 0.530. (4) The reactants are I[CH2:2][CH2:3][CH2:4][CH2:5][CH2:6]I.[NH2:8][C:9]1[CH:10]=[C:11]([C:19]([O:21][CH3:22])=[O:20])[CH:12]=[C:13]([CH:18]=1)[C:14]([O:16][CH3:17])=[O:15]. The catalyst is CN(C1C=CN=CC=1)C.O. The product is [N:8]1([C:9]2[CH:18]=[C:13]([C:14]([O:16][CH3:17])=[O:15])[CH:12]=[C:11]([CH:10]=2)[C:19]([O:21][CH3:22])=[O:20])[CH2:6][CH2:5][CH2:4][CH2:3][CH2:2]1. The yield is 0.330. (5) The product is [F:9][C:10]1[CH:11]=[CH:12][C:13]([CH2:14][N:15]2[C:24]3[C:19](=[CH:20][C:21]([CH3:25])=[CH:22][CH:23]=3)[C:18]([N:26]3[CH2:31][CH2:30][N:29]([C:6]([C:2]4[O:1][CH:5]=[CH:4][CH:3]=4)=[O:7])[CH2:28][CH2:27]3)=[C:17]([C:32]#[N:33])[C:16]2=[O:34])=[CH:35][CH:36]=1. The yield is 0.850. The catalyst is N1C=CC=CC=1. The reactants are [O:1]1[CH:5]=[CH:4][CH:3]=[C:2]1[C:6](Cl)=[O:7].[F:9][C:10]1[CH:36]=[CH:35][C:13]([CH2:14][N:15]2[C:24]3[C:19](=[CH:20][C:21]([CH3:25])=[CH:22][CH:23]=3)[C:18]([N:26]3[CH2:31][CH2:30][NH:29][CH2:28][CH2:27]3)=[C:17]([C:32]#[N:33])[C:16]2=[O:34])=[CH:12][CH:11]=1. (6) The reactants are Cl[C:2]1[N:27]=[CH:26][CH:25]=[CH:24][C:3]=1[C:4]([NH:6][C@H:7]1[CH2:12][CH2:11][C@@H:10]([NH:13][C:14]2[N:19]=[C:18]([N:20]([CH3:22])[CH3:21])[C:17]([CH3:23])=[CH:16][N:15]=2)[CH2:9][CH2:8]1)=[O:5].[F:28][C:29]1[CH:34]=[CH:33][C:32]([OH:35])=[CH:31][CH:30]=1.C([O-])([O-])=O.[Cs+].[Cs+].O1CCOCC1. The catalyst is C(Cl)Cl. The product is [CH3:21][N:20]([CH3:22])[C:18]1[C:17]([CH3:23])=[CH:16][N:15]=[C:14]([NH:13][C@@H:10]2[CH2:11][CH2:12][C@H:7]([NH:6][C:4](=[O:5])[C:3]3[CH:24]=[CH:25][CH:26]=[N:27][C:2]=3[O:35][C:32]3[CH:33]=[CH:34][C:29]([F:28])=[CH:30][CH:31]=3)[CH2:8][CH2:9]2)[N:19]=1. The yield is 0.800.